From a dataset of Forward reaction prediction with 1.9M reactions from USPTO patents (1976-2016). Predict the product of the given reaction. (1) Given the reactants C[O:2][C:3](=[O:19])[C:4]1[CH:9]=[CH:8][C:7]([C:10]2[CH:15]=[CH:14][C:13]([C:16](=[O:18])[CH3:17])=[CH:12][N:11]=2)=[CH:6][CH:5]=1.[OH-].[Na+:21], predict the reaction product. The product is: [Na+:21].[C:16]([C:13]1[CH:14]=[CH:15][C:10]([C:7]2[CH:8]=[CH:9][C:4]([C:3]([O-:19])=[O:2])=[CH:5][CH:6]=2)=[N:11][CH:12]=1)(=[O:18])[CH3:17]. (2) Given the reactants [OH:1][C:2]1[CH:28]=[CH:27][C:5]2[N:6]=[C:7]([N:9]3[CH2:14][CH2:13][CH:12]([O:15][CH2:16][C@@H:17]([NH:19][C:20](=[O:26])[O:21][C:22]([CH3:25])([CH3:24])[CH3:23])[CH3:18])[CH2:11][CH2:10]3)[O:8][C:4]=2[CH:3]=1.C(=O)([O-])[O-].[Cs+].[Cs+].Br[CH:36]1[CH2:39][CH2:38][CH2:37]1, predict the reaction product. The product is: [CH:36]1([O:1][C:2]2[CH:28]=[CH:27][C:5]3[N:6]=[C:7]([N:9]4[CH2:10][CH2:11][CH:12]([O:15][CH2:16][C@@H:17]([NH:19][C:20](=[O:26])[O:21][C:22]([CH3:24])([CH3:23])[CH3:25])[CH3:18])[CH2:13][CH2:14]4)[O:8][C:4]=3[CH:3]=2)[CH2:39][CH2:38][CH2:37]1.